This data is from Drug-target binding data from BindingDB using IC50 measurements. The task is: Regression. Given a target protein amino acid sequence and a drug SMILES string, predict the binding affinity score between them. We predict pIC50 (pIC50 = -log10(IC50 in M); higher means more potent). Dataset: bindingdb_ic50. (1) The compound is CCCCCCCC(=O)SCC/C=C/[C@@H]1CC(=O)NCc2nc(cs2)C2=N[C@@](C)(CS2)C(=O)N[C@@H](C(C)C)C(=O)O1. The target protein sequence is MSVGIVYGDQYRQLCCSSPKFGDRYALVMDLINAYKLIPELSRVPPLQWDSPSRMYEAVTAFHSTEYVDALKKLQMLHCEEKELTADDELLMDSFSLNYDCPGFPSVFDYSLAAVQGSLAAASALICRHCEVVINWGGGWHHAKRSEASGFCYLNDIVLAIHRLVSSTPPETSPNRQTRVLYVDLDLHHGDGVEEAFWYSPRVVTFSVHHASPGFFPGTGTWNMVDNDKLPIFLNGAGRGRFSAFNLPLEEGINDLDWSNAIGPILDSLNIVIQPSYVVVQCGADCLATDPHRIFRLTNFYPNLNLDSDCDSECSLSGYLYAIKKILSWKVPTLILGGGGYNFPDTARLWTRVTALTIEEVKGKKMTISPEIPEHSYFSRYGPDFELDIDYFPHESHNKTLDSIQKHHRRILEQLRNYADLNKLIYDYDQVYQLYNLTGM. The pIC50 is 4.5. (2) The small molecule is CC[C@H]1NC(=O)[C@@H]([C@H](O)[C@H](C)CCCc2cccnc2)N(C)C(=O)[C@@H](C(C)C)N(C)C(=O)[C@@H](CC(C)C)N(C)C(=O)[C@@H](CC(C)C)N(C)C(=O)[C@H](C)NC(=O)[C@@H](C)NC(=O)[C@@H](CC(C)C)N(C)C(=O)[C@@H](C(C)C)NC(=O)[C@H](CC(C)C)N(C)C(=O)CN(C)C1=O. The target protein (P48454) has sequence MSGRRFHLSTTDRVIKAVPFPPTQRLTFKEVFENGKPKVDVLKNHLVKEGRLEEEVALKIINDGAAILRQEKTMIEVDAPITVCGDIHGQFFDLMKLFEVGGSPSNTRYLFLGDYVDRGYFSIECVLYLWSLKINHPKTLFLLRGNHECRHLTDYFTFKQECRIKYSEQVYDACMETFDCLPLAALLNQQFLCVHGGMSPEITSLDDIRKLDRFTEPPAFGPVCDLLWSDPSEDYGNEKTLEHYTHNTVRGCSYFYSYPAVCEFLQNNNLLSIIRAHEAQDAGYRMYRKSQATGFPSLITIFSAPNYLDVYNNKAAVLKYENNVMNIRQFNCSPHPYWLPNFMDVFTWSLPFVGEKVTEMLVNVLNICSDDELISDDEAEGSTTVRKEIIRNKIRAIGKMARVFSILRQESESVLTLKGLTPTGTLPLGVLSGGKQTIETATVEAVEAREAIRGFSLQHKIRSFEEARGLDRINERMPPRKDSIHAGGPMKSVTSAHSHA.... The pIC50 is 6.3. (3) The small molecule is COc1c(O)cc2oc3cc(O)c(CC=C(C)C)c(O)c3c(=O)c2c1CC=C(C)C. The target protein sequence is MTTDTHTLHIEEILDLLPHRFPFLLVDRVLDFEEGKFLRAVKNVSFNEPFFQGHFPGKPIFPGVLILEAMAQATGILAFKSRGKLEPGELYYFAGIDEARFKRPVVPGDQMIMEVEFVKERRGLTRFTGVAKVDGEIVCTATMMCARSKPAAPAESVVVKPDVVKPDVVNPVVKE. The pIC50 is 5.2. (4) The drug is CCCCCCCCNC(=O)/C(C#N)=C/c1cn(CCCN(C)C)c2ccccc12. The target protein (P39052) has sequence MGNRGMEELIPLVNKLQDAFSSIGQSCHLDLPQIAVVGGQSAGKSSVLENFVGRDFLPRGSGIVTRRPLILQLIFSKTEYAEFLHCKSKKFTDFDEVRQEIEAETDRVTGTNKGISPVPINLRVYSPHVLNLTLIDLPGITKVPVGDQPPDIEYQIKDMILQFISRESSLILAVTPANMDLANSDALKLAKEVDPQGLRTIGVITKLDLMDEGTDARDVLENKLLPLRRGYIGVVNRSQKDIEGRKDIRAALAAERKFFLSHPAYRHMADRMGTPHLQKTLNQQLTNHIRESLPTLRSKLQSQLLSLEKEVEEYKNFRPDDPTRKTKALLQMVQQFGVDFEKRIEGSGDQVDTLELSGGARINRIFHERFPFELVKMEFDEKDLRREISYAIKNIHGVRTGLFTPDLAFEAIVKKQVVKLKEPCLKCVDLVIQELISTVRQCTSKLSSYPRLREETERIVTTYIREREGRTKDQILLLIDIEQSYINTNHEDFIGFANAQ.... The pIC50 is 4.8. (5) The drug is CCN1C(=O)/C(=C/c2cc(C(C)(C)C)c(O)c(C(C)(C)C)c2)c2cc(OCc3ccccc3C(=O)O)ccc21. The target protein (P52500) has sequence MDPNNCSHLNLEVDPFLSCNNTFNQTLNPPKMDNWFHPGIIYVIPAVYGLIIVIGLIGNITLIKIFCTVKSMRNVPNLFISSLALGDLLLLVTCAPVDASKYLADRWLFGRIGCKLIPFIQLTSVGVSVFTLTALSADRYKAIVRPMDIQASHALMKICLKAALIWIVSMLLAIPEAVFSDLHPFHVKDTNQTFISCAPYPHSNELHPKIHSMASFLVFYIIPLSIISVYYYFIARNLIQSAYNLPVEGNIHVKKQIESRKRLAKTVLVFVGLFAFCWLPNHVIYLYRSYHYSEVDTSMLHFITSICARLLAFTNSCVNPFALYLLSKSFRKQFNTQLLCCQPSLLNRSHSTGRSTTCMTSFKSTNPSATFSLINGNICHEGYV. The pIC50 is 5.8. (6) The drug is CCCC(Sc1nc2cc(Cl)ccc2s1)C(=O)NS(=O)(=O)c1ccc(NC(C)=O)cc1. The target protein (Q07869) has sequence MVDTESPLCPLSPLEAGDLESPLSEEFLQEMGNIQEISQSIGEDSSGSFGFTEYQYLGSCPGSDGSVITDTLSPASSPSSVTYPVVPGSVDESPSGALNIECRICGDKASGYHYGVHACEGCKGFFRRTIRLKLVYDKCDRSCKIQKKNRNKCQYCRFHKCLSVGMSHNAIRFGRMPRSEKAKLKAEILTCEHDIEDSETADLKSLAKRIYEAYLKNFNMNKVKARVILSGKASNNPPFVIHDMETLCMAEKTLVAKLVANGIQNKEAEVRIFHCCQCTSVETVTELTEFAKAIPGFANLDLNDQVTLLKYGVYEAIFAMLSSVMNKDGMLVAYGNGFITREFLKSLRKPFCDIMEPKFDFAMKFNALELDDSDISLFVAAIICCGDRPGLLNVGHIEKMQEGIVHVLRLHLQSNHPDDIFLFPKLLQKMADLRQLVTEHAQLVQIIKKTESDAALHPLLQEIYRDMY. The pIC50 is 4.0. (7) The drug is NNc1[nH]c(=O)[nH]c(=O)c1Cl. The target protein (P07650) has sequence MFLAQEIIRKKRDGHALSDEEIRFFINGIRDNTISEGQIAALAMTIFFHDMTMPERVSLTMAMRDSGTVLDWKSLHLNGPIVDKHSTGGVGDVTSLMLGPMVAACGGYIPMISGRGLGHTGGTLDKLESIPGFDIFPDDNRFREIIKDVGVAIIGQTSSLAPADKRFYATRDITATVDSIPLITASILAKKLAEGLDALVMDVKVGSGAFMPTYELSEALAEAIVGVANGAGVRTTALLTDMNQVLASSAGNAVEVREAVQFLTGEYRNPRLFDVTMALCVEMLISGKLAKDDAEARAKLQAVLDNGKAAEVFGRMVAAQKGPTDFVENYAKYLPTAMLTKAVYADTEGFVSEMDTRALGMAVVAMGGGRRQASDTIDYSVGFTDMARLGDQVDGQRPLAVIHAKDENNWQEAAKAVKAAIKLADKAPESTPTVYRRISE. The pIC50 is 5.0.